From a dataset of Forward reaction prediction with 1.9M reactions from USPTO patents (1976-2016). Predict the product of the given reaction. (1) Given the reactants Br[C:2]1[C:21]([F:22])=[CH:20][C:5]2[O:6][CH2:7][CH:8]([N:17]([CH3:19])[CH3:18])[C:9]3[S:13][C:12]([C:14]([NH2:16])=[O:15])=[N:11][C:10]=3[C:4]=2[CH:3]=1.[N:23]1[CH:28]=[CH:27][CH:26]=[CH:25][C:24]=1[C:29]([OH:33])([C:31]#[CH:32])[CH3:30], predict the reaction product. The product is: [CH3:18][N:17]([CH3:19])[CH:8]1[C:9]2[S:13][C:12]([C:14]([NH2:16])=[O:15])=[N:11][C:10]=2[C:4]2[CH:3]=[C:2]([C:32]#[C:31][C:29]([OH:33])([C:24]3[CH:25]=[CH:26][CH:27]=[CH:28][N:23]=3)[CH3:30])[C:21]([F:22])=[CH:20][C:5]=2[O:6][CH2:7]1. (2) Given the reactants C[O:2][C:3](=[O:13])[CH:4]=[CH:5][C:6]1[CH:7]=[N:8][C:9]([Br:12])=[CH:10][CH:11]=1.[Li+].[OH-], predict the reaction product. The product is: [Br:12][C:9]1[N:8]=[CH:7][C:6]([CH:5]=[CH:4][C:3]([OH:13])=[O:2])=[CH:11][CH:10]=1. (3) Given the reactants [C:1]([O:5][C:6](=[O:22])[NH:7][C:8]1[CH:13]=[CH:12][C:11]([C:14]2[CH:19]=[CH:18][CH:17]=[CH:16][C:15]=2[F:20])=[CH:10][C:9]=1[NH2:21])([CH3:4])([CH3:3])[CH3:2].C([O:25][C:26](=O)[CH2:27][C:28]([C:30]1[CH:35]=[C:34]([C:36]#[N:37])[CH:33]=[CH:32][C:31]=1[F:38])=[O:29])C, predict the reaction product. The product is: [C:1]([O:5][C:6](=[O:22])[NH:7][C:8]1[CH:13]=[CH:12][C:11]([C:14]2[CH:19]=[CH:18][CH:17]=[CH:16][C:15]=2[F:20])=[CH:10][C:9]=1[NH:21][C:26](=[O:25])[CH2:27][C:28]([C:30]1[CH:35]=[C:34]([C:36]#[N:37])[CH:33]=[CH:32][C:31]=1[F:38])=[O:29])([CH3:4])([CH3:2])[CH3:3]. (4) Given the reactants [Br:1][C:2]1[C:6]2[C:7]([NH2:14])=[N:8][CH:9]=[C:10]([N+:11]([O-:13])=[O:12])[C:5]=2[S:4][C:3]=1[CH3:15].[H-].[Na+].[C:18](O[C:18]([O:20][C:21]([CH3:24])([CH3:23])[CH3:22])=[O:19])([O:20][C:21]([CH3:24])([CH3:23])[CH3:22])=[O:19], predict the reaction product. The product is: [Br:1][C:2]1[C:6]2[C:7]([NH:14][C:18](=[O:19])[O:20][C:21]([CH3:24])([CH3:23])[CH3:22])=[N:8][CH:9]=[C:10]([N+:11]([O-:13])=[O:12])[C:5]=2[S:4][C:3]=1[CH3:15]. (5) Given the reactants [CH3:1][N:2]([CH3:11])[S:3]([N:6]1[CH:10]=[CH:9][CH:8]=[N:7]1)(=[O:5])=[O:4].C([Li])CCC.[Cl:17]C(Cl)(Cl)C(Cl)(Cl)Cl.O, predict the reaction product. The product is: [Cl:17][C:10]1[N:6]([S:3]([N:2]([CH3:11])[CH3:1])(=[O:4])=[O:5])[N:7]=[CH:8][CH:9]=1. (6) The product is: [N+:1]([C:4]1[CH:5]=[C:6]2[C:11](=[CH:12][CH:13]=1)[N:10]([C:15]1[CH:20]=[CH:19][CH:18]=[CH:17][CH:16]=1)[CH2:9][CH2:8][CH2:7]2)([O-:3])=[O:2]. Given the reactants [N+:1]([C:4]1[CH:5]=[C:6]2[C:11](=[CH:12][CH:13]=1)[NH:10][CH2:9][CH2:8][CH2:7]2)([O-:3])=[O:2].Br[C:15]1[CH:20]=[CH:19][CH:18]=[CH:17][CH:16]=1.C(=O)([O-])[O-].[Cs+].[Cs+], predict the reaction product. (7) Given the reactants [OH:1][C:2]1[CH:3]=[C:4]([S:8]([NH2:11])(=[O:10])=[O:9])[CH:5]=[CH:6][CH:7]=1.Br[CH2:13][CH2:14][CH2:15][CH2:16][CH2:17][CH2:18][CH:19]=[CH2:20].C([O-])([O-])=O.[K+].[K+], predict the reaction product. The product is: [CH2:20]([O:1][C:2]1[CH:3]=[C:4]([S:8]([NH2:11])(=[O:9])=[O:10])[CH:5]=[CH:6][CH:7]=1)[CH2:19][CH2:18][CH2:17][CH2:16][CH2:15][CH:14]=[CH2:13].